Regression/Classification. Given a drug SMILES string, predict its toxicity properties. Task type varies by dataset: regression for continuous values (e.g., LD50, hERG inhibition percentage) or binary classification for toxic/non-toxic outcomes (e.g., AMES mutagenicity, cardiotoxicity, hepatotoxicity). Dataset: ld50_zhu. From a dataset of Acute oral toxicity (LD50) regression data from Zhu et al.. (1) The compound is O=c1nc[nH]c2c1ccn2C1OC(CO)C(O)C1O. The rat oral LD50 is 4.01, given as -log10 of the dose in mol/kg body weight (higher means more acutely toxic). (2) The molecule is S=C1NCCC(COc2ccccc2)O1. The rat oral LD50 is 2.01, given as -log10 of the dose in mol/kg body weight (higher means more acutely toxic). (3) The molecule is CCc1cccc(CC)c1N(COC)C(=O)CCl. The rat oral LD50 is 2.46, given as -log10 of the dose in mol/kg body weight (higher means more acutely toxic). (4) The molecule is COc1ccc(CCNCC(O)c2ccc(O)cc2)cc1OC. The rat oral LD50 is 1.53, given as -log10 of the dose in mol/kg body weight (higher means more acutely toxic). (5) The rat oral LD50 is 3.62, given as -log10 of the dose in mol/kg body weight (higher means more acutely toxic). The compound is CCC(C)c1cc([N+](=O)[O-])cc([N+](=O)[O-])c1OC(=O)Oc1ccc([N+](=O)[O-])cc1[N+](=O)[O-]. (6) The rat oral LD50 is 1.88, given as -log10 of the dose in mol/kg body weight (higher means more acutely toxic). The compound is CCCCCCC#CC(=O)OC. (7) The molecule is CC(=O)Oc1ccc(C2(c3ccc(OC(C)=O)cc3)Oc3ccccc3NC2=O)cc1. The rat oral LD50 is 1.72, given as -log10 of the dose in mol/kg body weight (higher means more acutely toxic). (8) The compound is O=C(CCCl)OC1=C(OC(=O)CCCl)C(=O)OC1=O. The rat oral LD50 is 1.65, given as -log10 of the dose in mol/kg body weight (higher means more acutely toxic). (9) The rat oral LD50 is 4.52, given as -log10 of the dose in mol/kg body weight (higher means more acutely toxic). The molecule is CC#CCC(C)C(O)C=CC1C(O)CC2Oc3c(CCCC(=O)O)cccc3C21. (10) The drug is CC(=O)OCCC1=CCC2CC1C2(C)C. The rat oral LD50 is 1.84, given as -log10 of the dose in mol/kg body weight (higher means more acutely toxic).